The task is: Predict the reactants needed to synthesize the given product.. This data is from Full USPTO retrosynthesis dataset with 1.9M reactions from patents (1976-2016). (1) Given the product [CH:1]1([CH:6]([NH:18][C:19]2[CH:20]=[CH:21][C:22]([C:25]([N:27]([CH3:35])[CH2:28][CH2:29][C:30]([OH:32])=[O:31])=[O:26])=[CH:23][CH:24]=2)[C:7]2[O:8][C:9]3[CH:16]=[CH:15][C:14]([F:17])=[CH:13][C:10]=3[C:11]=2[CH3:12])[CH2:5][CH2:4][CH2:3][CH2:2]1, predict the reactants needed to synthesize it. The reactants are: [CH:1]1([CH:6]([NH:18][C:19]2[CH:24]=[CH:23][C:22]([C:25]([N:27]([CH3:35])[CH2:28][CH2:29][C:30]([O:32]CC)=[O:31])=[O:26])=[CH:21][CH:20]=2)[C:7]2[O:8][C:9]3[CH:16]=[CH:15][C:14]([F:17])=[CH:13][C:10]=3[C:11]=2[CH3:12])[CH2:5][CH2:4][CH2:3][CH2:2]1.[OH-].[Na+]. (2) The reactants are: C(OC(C(F)(F)F)=O)(C(F)(F)F)=O.[C:14]([C:17]1[CH:18]=[C:19]([C:27]2[CH:32]=[C:31]([CH2:33][NH:34][C:35]([C@H:37]3[N:41]([C:42]([O:44][C:45]([CH3:48])([CH3:47])[CH3:46])=[O:43])[C@@H:40]([CH3:49])[C@H:39]([F:50])[CH2:38]3)=[O:36])[C:30]([F:51])=[CH:29][N:28]=2)[CH:20]=[N:21][C:22]=1[C:23]([F:26])([F:25])[F:24])(=O)[NH2:15].C(N(CC)CC)C. Given the product [C:14]([C:17]1[CH:18]=[C:19]([C:27]2[CH:32]=[C:31]([CH2:33][NH:34][C:35]([C@H:37]3[N:41]([C:42]([O:44][C:45]([CH3:46])([CH3:47])[CH3:48])=[O:43])[C@@H:40]([CH3:49])[C@H:39]([F:50])[CH2:38]3)=[O:36])[C:30]([F:51])=[CH:29][N:28]=2)[CH:20]=[N:21][C:22]=1[C:23]([F:25])([F:26])[F:24])#[N:15], predict the reactants needed to synthesize it. (3) Given the product [NH2:4][C:3]1[CH:5]=[CH:6][CH:7]=[CH:8][C:2]=1[C:1]([NH:18][CH2:19][CH:20]1[CH2:22][CH2:21]1)=[O:10], predict the reactants needed to synthesize it. The reactants are: [C:1]([OH:10])(=O)[C:2]1[C:3](=[CH:5][CH:6]=[CH:7][CH:8]=1)[NH2:4].CN1CCOCC1.[NH2:18][CH2:19][CH:20]1[CH2:22][CH2:21]1.C(N=C=NCCCN(C)C)C.C1C=CC2N(O)N=NC=2C=1. (4) Given the product [Br:1][C:2]1[C:3]([N:12]2[CH2:17][CH2:16][N:15]([CH2:18][C:19]3[CH:24]=[CH:23][N:22]=[CH:21][CH:20]=3)[CH2:14][CH2:13]2)=[C:4]2[N:9]=[C:36]([C:35]3[CH:34]=[CH:33][C:32]([CH2:31][N:25]4[CH2:30][CH2:29][O:28][CH2:27][CH2:26]4)=[CH:39][CH:38]=3)[NH:8][C:5]2=[N:6][CH:7]=1, predict the reactants needed to synthesize it. The reactants are: [Br:1][C:2]1[C:3]([N:12]2[CH2:17][CH2:16][N:15]([CH2:18][C:19]3[CH:24]=[CH:23][N:22]=[CH:21][CH:20]=3)[CH2:14][CH2:13]2)=[C:4]([N+:9]([O-])=O)[C:5]([NH2:8])=[N:6][CH:7]=1.[N:25]1([CH2:31][C:32]2[CH:39]=[CH:38][C:35]([CH:36]=O)=[CH:34][CH:33]=2)[CH2:30][CH2:29][O:28][CH2:27][CH2:26]1.[O-]S(S([O-])=O)=O.[Na+].[Na+]. (5) Given the product [CH2:1]([O:8][C:9](=[O:21])[N:10]([CH2:31][CH:30]=[CH:29][CH2:28][Br:27])[C:11]1[CH:20]=[CH:19][C:14]2[O:15][CH2:16][CH2:17][O:18][C:13]=2[CH:12]=1)[C:2]1[CH:7]=[CH:6][CH:5]=[CH:4][CH:3]=1, predict the reactants needed to synthesize it. The reactants are: [CH2:1]([O:8][C:9](=[O:21])[NH:10][C:11]1[CH:20]=[CH:19][C:14]2[O:15][CH2:16][CH2:17][O:18][C:13]=2[CH:12]=1)[C:2]1[CH:7]=[CH:6][CH:5]=[CH:4][CH:3]=1.[Li]CCCC.[Br:27][CH2:28]/[CH:29]=[CH:30]/[CH2:31]Br. (6) Given the product [C:13]([O:12][C:3]1[CH:4]=[CH:5][C:6](/[CH:7]=[CH:8]/[C:9]([OH:11])=[O:10])=[CH:1][CH:2]=1)(=[O:15])[CH3:14], predict the reactants needed to synthesize it. The reactants are: [CH:1]1[C:6](/[CH:7]=[CH:8]/[C:9]([OH:11])=[O:10])=[CH:5][CH:4]=[C:3]([OH:12])[CH:2]=1.[C:13](OC(=O)C)(=[O:15])[CH3:14].Cl. (7) Given the product [CH2:11]([C:9]1[C:8]([OH:14])=[C:7]([CH3:15])[C:6]([CH3:16])=[C:5]([OH:4])[CH:10]=1)[CH3:12], predict the reactants needed to synthesize it. The reactants are: C([O:4][C:5]1[CH:10]=[C:9]([C:11](=O)[CH3:12])[C:8]([OH:14])=[C:7]([CH3:15])[C:6]=1[CH3:16])(=O)C.O.Cl. (8) Given the product [Cl:1][C:2]1[CH:3]=[C:4]([N:11]2[CH2:12][CH2:13][N:14]([CH3:17])[CH2:15][CH2:16]2)[CH:5]=[CH:6][C:7]=1[NH2:8], predict the reactants needed to synthesize it. The reactants are: [Cl:1][C:2]1[CH:3]=[C:4]([N:11]2[CH2:16][CH2:15][N:14]([CH3:17])[CH2:13][CH2:12]2)[CH:5]=[CH:6][C:7]=1[N+:8]([O-])=O. (9) The reactants are: [NH:1]([C:7]([O:9][C:10]([CH3:13])([CH3:12])[CH3:11])=[O:8])[C@H:2]([C:4]([OH:6])=[O:5])[CH3:3]. Given the product [C:7]([NH:1][C@@H:2]([C:4]([OH:6])=[O:5])[CH3:3])([O:9][C:10]([CH3:13])([CH3:11])[CH3:12])=[O:8], predict the reactants needed to synthesize it. (10) The reactants are: [O-]S([O-])(=O)=O.[Mg+2].Cl[C:8]1[CH:13]=[CH:12][N:11]=[C:10]2[CH:14]=[C:15]([C:17]([N:19]3[CH2:24][CH2:23][N:22]([CH3:25])[CH2:21][CH2:20]3)=[O:18])[S:16][C:9]=12.[F:26][C:27]1[CH:32]=[C:31]([N+:33]([O-:35])=[O:34])[CH:30]=[CH:29][C:28]=1[OH:36].C([O-])([O-])=O.[Na+].[Na+]. Given the product [F:26][C:27]1[CH:32]=[C:31]([N+:33]([O-:35])=[O:34])[CH:30]=[CH:29][C:28]=1[O:36][C:8]1[CH:13]=[CH:12][N:11]=[C:10]2[CH:14]=[C:15]([C:17]([N:19]3[CH2:24][CH2:23][N:22]([CH3:25])[CH2:21][CH2:20]3)=[O:18])[S:16][C:9]=12, predict the reactants needed to synthesize it.